From a dataset of Reaction yield outcomes from USPTO patents with 853,638 reactions. Predict the reaction yield, written as a fraction of the theoretical maximum amount of product (1.0 means a 100% yield; for example, 0.34 means a 34% yield). (1) The reactants are [Br:1][CH2:2][CH2:3][CH2:4][CH2:5][C:6]([CH3:18])([C:12]1[CH:17]=[CH:16][CH:15]=[CH:14][CH:13]=1)[C:7](OCC)=[O:8].[H-].[H-].[H-].[H-].[Li+].[Al+3]. The catalyst is CCOCC. The product is [Br:1][CH2:2][CH2:3][CH2:4][CH2:5][C:6]([CH3:18])([C:12]1[CH:13]=[CH:14][CH:15]=[CH:16][CH:17]=1)[CH2:7][OH:8]. The yield is 0.990. (2) The reactants are I[C:2]1[C:10]2[O:9][CH:8]=[CH:7][C:6]=2[CH:5]=[C:4]([N+:11]([O-:13])=[O:12])[CH:3]=1.[NH:14]1[CH2:19][CH2:18][CH:17]([NH:20][C:21](=[O:27])[O:22][C:23]([CH3:26])([CH3:25])[CH3:24])[CH2:16][CH2:15]1.CC1(C)C2C(=C(P(C3C=CC=CC=3)C3C=CC=CC=3)C=CC=2)OC2C(P(C3C=CC=CC=3)C3C=CC=CC=3)=CC=CC1=2.CC(C)([O-])C.[Na+]. The yield is 0.840. The catalyst is C1C=CC(/C=C/C(/C=C/C2C=CC=CC=2)=O)=CC=1.C1C=CC(/C=C/C(/C=C/C2C=CC=CC=2)=O)=CC=1.C1C=CC(/C=C/C(/C=C/C2C=CC=CC=2)=O)=CC=1.[Pd].[Pd].C1(C)C(C)=CC=CC=1. The product is [N+:11]([C:4]1[CH:3]=[C:2]([N:14]2[CH2:15][CH2:16][CH:17]([NH:20][C:21](=[O:27])[O:22][C:23]([CH3:25])([CH3:24])[CH3:26])[CH2:18][CH2:19]2)[C:10]2[O:9][CH:8]=[CH:7][C:6]=2[CH:5]=1)([O-:13])=[O:12]. (3) The reactants are [F:1][C:2]1[CH:3]=[C:4](B2OC(C)(C)C(C)(C)O2)[CH:5]=[CH:6][C:7]=1[CH2:8][O:9][CH2:10][CH2:11][O:12][CH3:13].C([O-])([O-])=O.[Cs+].[Cs+].Br[C:30](=[CH2:41])[C:31]([O:33][CH2:34][C:35]1[CH:40]=[CH:39][CH:38]=[CH:37][CH:36]=1)=[O:32]. The catalyst is CN(C=O)C.C(OCC)(=O)C.C1C=CC(P(C2C=CC=CC=2)[C-]2C=CC=C2)=CC=1.C1C=CC(P(C2C=CC=CC=2)[C-]2C=CC=C2)=CC=1.Cl[Pd]Cl.[Fe+2]. The product is [F:1][C:2]1[CH:3]=[C:4]([C:30](=[CH2:41])[C:31]([O:33][CH2:34][C:35]2[CH:40]=[CH:39][CH:38]=[CH:37][CH:36]=2)=[O:32])[CH:5]=[CH:6][C:7]=1[CH2:8][O:9][CH2:10][CH2:11][O:12][CH3:13]. The yield is 0.250. (4) The reactants are [CH3:1][C:2]1[CH:3]=[C:4]([CH:9]2[CH2:13][N:12]([N:14]([CH2:22][C:23]3[CH:28]=[CH:27][N:26]=[CH:25][CH:24]=3)C(=O)CC(C)(C)C)[C:11](=[O:29])[N:10]2[CH2:30][CH2:31][C:32]2[CH:37]=[CH:36][C:35]([O:38][CH3:39])=[CH:34][CH:33]=2)[CH:5]=[CH:6][C:7]=1[CH3:8].C([SiH](CC)CC)C.FC(F)(F)C(O)=O. The catalyst is C(Cl)Cl. The product is [CH3:1][C:2]1[CH:3]=[C:4]([CH:9]2[CH2:13][N:12]([NH:14][CH2:22][C:23]3[CH:28]=[CH:27][N:26]=[CH:25][CH:24]=3)[C:11](=[O:29])[N:10]2[CH2:30][CH2:31][C:32]2[CH:33]=[CH:34][C:35]([O:38][CH3:39])=[CH:36][CH:37]=2)[CH:5]=[CH:6][C:7]=1[CH3:8]. The yield is 0.760. (5) The reactants are [Cl:1][C:2]1[CH:7]=[CH:6][C:5]([CH:8]2[CH2:13][CH2:12][N:11]([C:14](=[O:31])[C@H:15]([NH:19][C:20]3[NH:24][N:23]=[C:22]([C:25]4[CH:30]=[CH:29][CH:28]=[CH:27][CH:26]=4)[N:21]=3)[CH:16]([CH3:18])[CH3:17])[CH2:10][CH2:9]2)=[CH:4][CH:3]=1.[CH3:32]NN. The catalyst is C1COCC1. The product is [Cl:1][C:2]1[CH:3]=[CH:4][C:5]([CH:8]2[CH2:13][CH2:12][N:11]([C:14](=[O:31])[C@H:15]([NH:19][C:20]3[N:24]([CH3:32])[N:23]=[C:22]([C:25]4[CH:26]=[CH:27][CH:28]=[CH:29][CH:30]=4)[N:21]=3)[CH:16]([CH3:18])[CH3:17])[CH2:10][CH2:9]2)=[CH:6][CH:7]=1. The yield is 0.470. (6) The reactants are [Br:1][C:2]1[C:3](Cl)=[N:4][CH:5]=[C:6]([N+:11]([O-:13])=[O:12])[C:7]=1[NH:8][CH2:9][CH3:10].[F:15][C:16]1[CH:21]=[CH:20][C:19]([OH:22])=[CH:18][CH:17]=1.C([O-])([O-])=O.[K+].[K+].O. The catalyst is C(#N)C. The product is [Br:1][C:2]1[C:3]([O:22][C:19]2[CH:20]=[CH:21][C:16]([F:15])=[CH:17][CH:18]=2)=[N:4][CH:5]=[C:6]([N+:11]([O-:13])=[O:12])[C:7]=1[NH:8][CH2:9][CH3:10]. The yield is 0.820. (7) The reactants are Cl[C:2]1[N:7]=[C:6]([CH:8]([CH:11]2[NH:15][C:14]3[CH:16]=[CH:17][CH:18]=[CH:19][C:13]=3[NH:12]2)[C:9]#[N:10])[C:5]([CH3:20])=[CH:4][N:3]=1.[NH2:21][CH2:22][CH2:23][C:24]1[CH:25]=[N:26][CH:27]=[CH:28][CH:29]=1. No catalyst specified. The product is [NH:12]1[C:13]2[CH:19]=[CH:18][CH:17]=[CH:16][C:14]=2[N:15]=[C:11]1[CH:8]([C:6]1[C:5]([CH3:20])=[CH:4][N:3]=[C:2]([NH:21][CH2:22][CH2:23][C:24]2[CH:25]=[N:26][CH:27]=[CH:28][CH:29]=2)[N:7]=1)[C:9]#[N:10]. The yield is 0.680. (8) The reactants are CC1C=CC(S(O[CH2:12][C@H:13]2[CH2:22][CH2:21][C:20]3[C:15](=[C:16]([C:24]4[CH:29]=[CH:28][C:27]([Cl:30])=[CH:26][C:25]=4[Cl:31])[C:17]([F:23])=[CH:18][CH:19]=3)[O:14]2)(=O)=O)=CC=1.[N-:32]=[N+:33]=[N-:34].[Na+]. The catalyst is CS(C)=O. The product is [N:32]([CH2:12][C@H:13]1[CH2:22][CH2:21][C:20]2[C:15](=[C:16]([C:24]3[CH:29]=[CH:28][C:27]([Cl:30])=[CH:26][C:25]=3[Cl:31])[C:17]([F:23])=[CH:18][CH:19]=2)[O:14]1)=[N+:33]=[N-:34]. The yield is 0.860. (9) The yield is 0.150. The reactants are FC(F)(F)C(O)=O.[CH:8]1[C:20]2[C:19]3[CH2:18][CH2:17][NH:16][CH2:15][C:14]=3[CH:13]=[N:12][C:11]=2[NH:10][N:9]=1.[C:21](O)(=[O:28])[C:22]1[CH:27]=[CH:26][CH:25]=[CH:24][CH:23]=1.CN(C(ON1N=NC2C=CC=CC1=2)=[N+](C)C)C.F[P-](F)(F)(F)(F)F.[OH-].[Na+]. The catalyst is CCOC(C)=O.CCN(CC)CC.CN(C)C=O.CC(N(C)C)=O. The product is [CH:8]1[C:20]2[C:19]3[CH2:18][CH2:17][N:16]([C:21]([C:22]4[CH:27]=[CH:26][CH:25]=[CH:24][CH:23]=4)=[O:28])[CH2:15][C:14]=3[CH:13]=[N:12][C:11]=2[NH:10][N:9]=1. (10) The reactants are [H-].[Al+3].[Li+].[H-].[H-].[H-].[OH:7][C:8]1[CH:9]=[CH:10][C:11]([CH3:24])=[C:12]([NH:14][C:15]([C:17]2[N:21]([CH3:22])[N:20]=[C:19]([CH3:23])[CH:18]=2)=O)[CH:13]=1.S([O-])([O-])(=O)=O.[Na+].[Na+].S([O-])([O-])(=O)=O.[Mg+2]. The catalyst is O1CCCC1. The product is [CH3:22][N:21]1[C:17]([CH2:15][NH:14][C:12]2[CH:13]=[C:8]([OH:7])[CH:9]=[CH:10][C:11]=2[CH3:24])=[CH:18][C:19]([CH3:23])=[N:20]1. The yield is 0.520.